Predict the product of the given reaction. From a dataset of Forward reaction prediction with 1.9M reactions from USPTO patents (1976-2016). (1) Given the reactants Br[C:2]1[C:7]([CH3:8])=[CH:6][CH:5]=[CH:4][C:3]=1[CH3:9].C([Li])(C)(C)C.CCCCC.[B:20](OC)([O:23]C)[O:21]C, predict the reaction product. The product is: [CH3:9][C:3]1[CH:4]=[CH:5][CH:6]=[C:7]([CH3:8])[C:2]=1[B:20]([OH:23])[OH:21]. (2) Given the reactants [C:1]([C@H:5]1[N:10]2[N:11]=[CH:12][C:13]([C:14]([OH:16])=O)=[C:9]2[NH:8][C@@H:7]([C:17]2[CH:22]=[CH:21][C:20]([CH2:23][CH3:24])=[CH:19][CH:18]=2)[CH2:6]1)([CH3:4])([CH3:3])[CH3:2].CN(C(ON1N=NC2C=CC=NC1=2)=[N+](C)C)C.F[P-](F)(F)(F)(F)F.C(N(CC)C(C)C)(C)C.[CH2:58]([NH2:68])[C:59]1[CH:67]=[CH:66][C:65]2[O:64][CH2:63][O:62][C:61]=2[CH:60]=1, predict the reaction product. The product is: [O:64]1[C:65]2[CH:66]=[CH:67][C:59]([CH2:58][NH:68][C:14]([C:13]3[CH:12]=[N:11][N:10]4[C@H:5]([C:1]([CH3:2])([CH3:3])[CH3:4])[CH2:6][C@H:7]([C:17]5[CH:22]=[CH:21][C:20]([CH2:23][CH3:24])=[CH:19][CH:18]=5)[NH:8][C:9]=34)=[O:16])=[CH:60][C:61]=2[O:62][CH2:63]1. (3) The product is: [F:1][CH:2]([F:14])[O:3][C:4]1[CH:9]=[CH:8][C:7]([C:10](=[O:12])/[CH:11]=[CH:15]/[N:16]([CH3:19])[CH3:17])=[CH:6][C:5]=1[O:13][CH3:20]. Given the reactants [F:1][CH:2]([F:14])[O:3][C:4]1[CH:9]=[CH:8][C:7]([C:10](=[O:12])[CH3:11])=[CH:6][C:5]=1[OH:13].[CH3:15][N:16]([CH3:19])[CH:17]=O.[CH3:20]OC(OC)N(C)C, predict the reaction product.